Dataset: Reaction yield outcomes from USPTO patents with 853,638 reactions. Task: Predict the reaction yield, written as a fraction of the theoretical maximum amount of product (1.0 means a 100% yield; for example, 0.34 means a 34% yield). (1) The reactants are [Cl:1][C:2]1[N:6]([CH3:7])[N:5]=[CH:4][C:3]=1[C:8](N(OC)C)=[O:9].[H-].C([Al+]CC(C)C)C(C)C.S([O-])([O-])(=O)=O.[Mg+2]. The catalyst is O1CCCC1. The product is [Cl:1][C:2]1[N:6]([CH3:7])[N:5]=[CH:4][C:3]=1[CH:8]=[O:9]. The yield is 0.430. (2) The reactants are C([O:3][C:4]([C:6]1([NH:15][C:16](=[O:27])[C:17]2[CH:22]=[CH:21][CH:20]=[CH:19][C:18]=2[C:23]([F:26])([F:25])[F:24])[CH2:14][C:13]2[C:8](=[CH:9][CH:10]=[CH:11][CH:12]=2)[CH2:7]1)=[O:5])C.O1CCOCC1.CO.O. The catalyst is CO.C(Cl)Cl. The product is [F:24][C:23]([F:25])([F:26])[C:18]1[CH:19]=[CH:20][CH:21]=[CH:22][C:17]=1[C:16]([NH:15][C:6]1([C:4]([OH:5])=[O:3])[CH2:14][C:13]2[C:8](=[CH:9][CH:10]=[CH:11][CH:12]=2)[CH2:7]1)=[O:27]. The yield is 0.970. (3) The reactants are C(O[C:6]([N:8]1[CH2:13][CH2:12][N:11]([C:14]2[C:19]([NH:20][S:21]([CH3:24])(=[O:23])=[O:22])=[CH:18][CH:17]=[CH:16][C:15]=2[Cl:25])[CH2:10][CH2:9]1)=O)(C)(C)C.FC(F)(F)C(O)=O.[CH3:33][S:34]([N:37]1[CH2:42][CH2:41][C:40]2[N:43]([CH2:56][CH:57]3C[O:58]3)[N:44]=[C:45]([C:46]3[CH:51]=[CH:50][C:49]([C:52]([F:55])([F:54])[F:53])=[CH:48][CH:47]=3)[C:39]=2[CH2:38]1)(=[O:36])=[O:35]. The catalyst is C(Cl)Cl. The product is [Cl:25][C:15]1[C:14]([N:11]2[CH2:10][CH2:9][N:8]([CH2:6][CH:57]([OH:58])[CH2:56][N:43]3[C:40]4[CH2:41][CH2:42][N:37]([S:34]([CH3:33])(=[O:36])=[O:35])[CH2:38][C:39]=4[C:45]([C:46]4[CH:51]=[CH:50][C:49]([C:52]([F:54])([F:55])[F:53])=[CH:48][CH:47]=4)=[N:44]3)[CH2:13][CH2:12]2)=[C:19]([NH:20][S:21]([CH3:24])(=[O:22])=[O:23])[CH:18]=[CH:17][CH:16]=1. The yield is 0.200. (4) The reactants are O=P(Cl)(Cl)[Cl:3].[CH2:6]([O:13][C:14]1[C:23]2[C:18](=[C:19]([CH3:26])[C:20]([O:24][CH3:25])=[CH:21][CH:22]=2)[N+:17]([O-])=[CH:16][CH:15]=1)[C:7]1[CH:12]=[CH:11][CH:10]=[CH:9][CH:8]=1. No catalyst specified. The product is [CH2:6]([O:13][C:14]1[C:23]2[C:18](=[C:19]([CH3:26])[C:20]([O:24][CH3:25])=[CH:21][CH:22]=2)[N:17]=[C:16]([Cl:3])[CH:15]=1)[C:7]1[CH:12]=[CH:11][CH:10]=[CH:9][CH:8]=1. The yield is 0.904.